Dataset: Full USPTO retrosynthesis dataset with 1.9M reactions from patents (1976-2016). Task: Predict the reactants needed to synthesize the given product. (1) Given the product [CH3:26][C:15]([CH3:27])([CH2:14][CH2:13][CH:12]=[O:11])[C:16]([O:18][CH2:19][C:20]1[CH:25]=[CH:24][CH:23]=[CH:22][CH:21]=1)=[O:17], predict the reactants needed to synthesize it. The reactants are: C(Cl)(=O)C(Cl)=O.CS(C)=O.[OH:11][CH2:12][CH2:13][CH2:14][C:15]([CH3:27])([CH3:26])[C:16]([O:18][CH2:19][C:20]1[CH:25]=[CH:24][CH:23]=[CH:22][CH:21]=1)=[O:17].C(N(CC)CC)C. (2) Given the product [CH3:19][C:16]1[S:17][CH:18]=[C:14]([C:12]([NH:11][C:4]2[CH:3]=[C:2]([B:23]3[O:24][C:25]([CH3:27])([CH3:26])[C:21]([CH3:37])([CH3:20])[O:22]3)[CH:10]=[C:9]3[C:5]=2[CH:6]=[N:7][NH:8]3)=[O:13])[N:15]=1, predict the reactants needed to synthesize it. The reactants are: Br[C:2]1[CH:10]=[C:9]2[C:5]([CH:6]=[N:7][NH:8]2)=[C:4]([NH:11][C:12]([C:14]2[N:15]=[C:16]([CH3:19])[S:17][CH:18]=2)=[O:13])[CH:3]=1.[CH3:20][C:21]1([CH3:37])[C:25]([CH3:27])([CH3:26])[O:24][B:23]([B:23]2[O:24][C:25]([CH3:27])([CH3:26])[C:21]([CH3:37])([CH3:20])[O:22]2)[O:22]1.C([O-])(=O)C.[K+]. (3) Given the product [Br:1][C:2]1[C:10]2[N:9]([CH3:13])[CH:8]=[CH:7][C:6]=2[C:5]([C:11]#[N:12])=[CH:4][CH:3]=1, predict the reactants needed to synthesize it. The reactants are: [Br:1][C:2]1[C:10]2[NH:9][CH:8]=[CH:7][C:6]=2[C:5]([C:11]#[N:12])=[CH:4][CH:3]=1.[C:13](=O)(OC)OC.C1N2CCN(CC2)C1. (4) Given the product [N:1]1([C:6]2[CH:14]=[CH:13][C:12]([CH3:15])=[CH:11][C:7]=2[C:8]([N:28]2[CH2:29][CH2:30][CH2:31][C@@H:32]([CH3:33])[C@H:27]2[CH2:26][NH:25][C:23]2[O:24][C:20]3[CH:19]=[CH:18][C:17]([Cl:16])=[CH:34][C:21]=3[N:22]=2)=[O:10])[CH:5]=[CH:4][N:3]=[CH:2]1, predict the reactants needed to synthesize it. The reactants are: [N:1]1([C:6]2[CH:14]=[CH:13][C:12]([CH3:15])=[CH:11][C:7]=2[C:8]([OH:10])=O)[CH:5]=[CH:4][N:3]=[CH:2]1.[Cl:16][C:17]1[CH:18]=[CH:19][C:20]2[O:24][C:23]([NH:25][CH2:26][C@@H:27]3[C@H:32]([CH3:33])[CH2:31][CH2:30][CH2:29][NH:28]3)=[N:22][C:21]=2[CH:34]=1. (5) Given the product [CH3:47][O:48][CH:49]([O:58][CH3:59])[CH2:50][N:31]1[CH:26]=[C:25]([NH:24][C:12]([C:8]2[N:9]=[CH:10][O:11][C:7]=2[C:3]2[CH:2]=[C:1]([CH3:15])[CH:6]=[CH:5][CH:4]=2)=[O:14])[CH:30]=[N:32]1, predict the reactants needed to synthesize it. The reactants are: [C:1]1([CH3:15])[CH:6]=[CH:5][CH:4]=[C:3]([C:7]2[O:11][CH:10]=[N:9][C:8]=2[C:12]([OH:14])=O)[CH:2]=1.CN(C(O[N:24]1[N:32]=[N:31][C:26]2C=CC=[CH:30][C:25]1=2)=[N+](C)C)C.[B-](F)(F)(F)F.CCN(C(C)C)C(C)C.[CH3:47][O:48][CH:49]([O:58][CH3:59])[CH2:50]CN1C=C(N)C=N1. (6) Given the product [CH2:29]([O:32][C:33](=[O:44])[CH:34]([C:36]1[CH:37]=[CH:38][C:39]([CH2:42][O:24][C:20]2[CH:21]=[CH:22][CH:23]=[C:18]([C:17]3[C:16]4[C:11](=[C:12]([C:25]([F:28])([F:26])[F:27])[CH:13]=[CH:14][CH:15]=4)[N:10]=[CH:9][C:8]=3[CH2:1][C:2]3[CH:3]=[CH:4][CH:5]=[CH:6][CH:7]=3)[CH:19]=2)=[CH:40][CH:41]=1)[CH3:35])[CH3:30], predict the reactants needed to synthesize it. The reactants are: [CH2:1]([C:8]1[CH:9]=[N:10][C:11]2[C:16]([C:17]=1[C:18]1[CH:19]=[C:20]([OH:24])[CH:21]=[CH:22][CH:23]=1)=[CH:15][CH:14]=[CH:13][C:12]=2[C:25]([F:28])([F:27])[F:26])[C:2]1[CH:7]=[CH:6][CH:5]=[CH:4][CH:3]=1.[CH2:29]([O:32][C:33](=[O:44])[CH:34]([C:36]1[CH:41]=[CH:40][C:39]([CH2:42]Br)=[CH:38][CH:37]=1)[CH3:35])[CH2:30]C. (7) Given the product [CH2:1]([C:3]1[N:7]([C:8]2[N:16]=[C:15]3[C:11]([N:12]=[C:13]([CH2:18][N:38]4[CH2:39][CH2:40][CH:35]([N:33]5[CH2:32][CH:31]([F:30])[CH2:34]5)[CH2:36][CH2:37]4)[N:14]3[CH3:17])=[C:10]([N:20]3[CH2:25][CH2:24][O:23][CH2:22][CH2:21]3)[N:9]=2)[C:6]2[CH:26]=[CH:27][CH:28]=[CH:29][C:5]=2[N:4]=1)[CH3:2], predict the reactants needed to synthesize it. The reactants are: [CH2:1]([C:3]1[N:7]([C:8]2[N:16]=[C:15]3[C:11]([N:12]=[C:13]([CH:18]=O)[N:14]3[CH3:17])=[C:10]([N:20]3[CH2:25][CH2:24][O:23][CH2:22][CH2:21]3)[N:9]=2)[C:6]2[CH:26]=[CH:27][CH:28]=[CH:29][C:5]=2[N:4]=1)[CH3:2].[F:30][CH:31]1[CH2:34][N:33]([CH:35]2[CH2:40][CH2:39][NH:38][CH2:37][CH2:36]2)[CH2:32]1.C(O[BH-](OC(=O)C)OC(=O)C)(=O)C.[Na+].